This data is from Catalyst prediction with 721,799 reactions and 888 catalyst types from USPTO. The task is: Predict which catalyst facilitates the given reaction. (1) Reactant: Cl.[Br:2][C:3]1[CH:4]=[C:5]2[C:10](=[CH:11][CH:12]=1)[CH2:9][NH:8][CH2:7][CH2:6]2.[C:13](O[C:13]([O:15][C:16]([CH3:19])([CH3:18])[CH3:17])=[O:14])([O:15][C:16]([CH3:19])([CH3:18])[CH3:17])=[O:14].C(N(CC)CC)C. Product: [Br:2][C:3]1[CH:4]=[C:5]2[C:10](=[CH:11][CH:12]=1)[CH2:9][N:8]([C:13]([O:15][C:16]([CH3:19])([CH3:18])[CH3:17])=[O:14])[CH2:7][CH2:6]2. The catalyst class is: 5. (2) Reactant: [Br:1][C:2]1[C:13]2[C:5](=[CH:6][C:7]([C:16]3[CH:21]=[CH:20][CH:19]=[CH:18][C:17]=3[Cl:22])=[C:8]3[C:12]=2[C:11](=[O:14])[NH:10][C:9]3=[O:15])[N:4]([CH2:23][CH2:24][O:25]C)[CH:3]=1.B(Br)(Br)Br.C(=O)(O)[O-].[Na+]. Product: [Br:1][C:2]1[C:13]2[C:5](=[CH:6][C:7]([C:16]3[CH:21]=[CH:20][CH:19]=[CH:18][C:17]=3[Cl:22])=[C:8]3[C:12]=2[C:11](=[O:14])[NH:10][C:9]3=[O:15])[N:4]([CH2:23][CH2:24][OH:25])[CH:3]=1. The catalyst class is: 4.